This data is from Full USPTO retrosynthesis dataset with 1.9M reactions from patents (1976-2016). The task is: Predict the reactants needed to synthesize the given product. (1) Given the product [NH2:14][C:11]1[N:12]=[CH:13][C:8]([C:5]2[CH:4]=[CH:3][C:2]([NH:1][C:35]([NH:34][C:31]3[CH:30]=[C:29]([C:25]([CH3:28])([CH2:24][F:23])[CH2:26][F:27])[O:33][N:32]=3)=[O:43])=[C:7]([O:53][CH3:49])[CH:6]=2)=[CH:9][CH:10]=1, predict the reactants needed to synthesize it. The reactants are: [NH2:1][C:2]1[CH:7]=[CH:6][C:5]([C:8]2[CH:9]=[CH:10][C:11]([NH:14]CCN3CCOCC3)=[N:12][CH:13]=2)=[CH:4][CH:3]=1.[F:23][CH2:24][C:25]([C:29]1[O:33][N:32]=[C:31]([NH:34][C:35](=[O:43])OC2C=CC=CC=2)[CH:30]=1)([CH3:28])[CH2:26][F:27].FC(F)(F)C1([C:49]2[O:53]N=C(NC(=O)OC3C=CC=CC=3)C=2)CC1. (2) Given the product [ClH:36].[ClH:36].[NH:1]1[C:9]2[C:4](=[CH:5][CH:6]=[CH:7][CH:8]=2)[C:3](/[CH:10]=[C:11]2/[C:12](=[O:35])[C:13]3[C:18]([CH2:19]/2)=[C:17]([CH2:20][N:21]2[CH2:22][CH2:23][NH:24][CH2:25][CH2:26]2)[C:16]([OH:34])=[CH:15][CH:14]=3)=[CH:2]1, predict the reactants needed to synthesize it. The reactants are: [NH:1]1[C:9]2[C:4](=[CH:5][CH:6]=[CH:7][CH:8]=2)[C:3](/[CH:10]=[C:11]2/[C:12](=[O:35])[C:13]3[C:18]([CH2:19]/2)=[C:17]([CH2:20][N:21]2[CH2:26][CH2:25][N:24](C(OC(C)(C)C)=O)[CH2:23][CH2:22]2)[C:16]([OH:34])=[CH:15][CH:14]=3)=[CH:2]1.[ClH:36]. (3) Given the product [C:17]([C:9]1[CH:10]=[C:11]2[C:16]3=[C:15]4[C:4]([CH:3]=[CH:2][CH:1]=[C:14]4[CH:13]=[CH:12]2)=[CH:5][CH:6]=[C:7]3[CH:8]=1)([CH3:20])([CH3:19])[CH3:18], predict the reactants needed to synthesize it. The reactants are: [CH:1]1[C:14]2[C:15]3=[C:16]4[C:11](=[CH:12][CH:13]=2)[CH:10]=[CH:9][CH:8]=[C:7]4[CH:6]=[CH:5][C:4]3=[CH:3][CH:2]=1.[C:17](Cl)([CH3:20])([CH3:19])[CH3:18].ClCCl.[Cl-].[Al+3].[Cl-].[Cl-]. (4) Given the product [Cl:26][C:27]1[CH:28]=[C:29]([NH:30][C:22]2[C:23]3[N:15]([CH2:14][CH2:13][O:12][CH2:11][CH2:10][OH:9])[N:16]=[CH:17][C:18]=3[N:19]=[CH:20][N:21]=2)[CH:31]=[CH:32][C:33]=1[O:34][C:35]1[CH:40]=[CH:39][CH:38]=[C:37]([C:41]([F:43])([F:44])[F:42])[CH:36]=1, predict the reactants needed to synthesize it. The reactants are: C([O:9][CH2:10][CH2:11][O:12][CH2:13][CH2:14][N:15]1[C:23]2[C:22](SC)=[N:21][CH:20]=[N:19][C:18]=2[CH:17]=[N:16]1)(=O)C1C=CC=CC=1.[Cl:26][C:27]1[CH:28]=[C:29]([CH:31]=[CH:32][C:33]=1[O:34][C:35]1[CH:40]=[CH:39][CH:38]=[C:37]([C:41]([F:44])([F:43])[F:42])[CH:36]=1)[NH2:30].Cl.N1C=CC=CC=1.C(=O)([O-])O.[Na+]. (5) Given the product [NH2:2][CH2:1][CH2:3][N:4]1[CH2:9][CH2:8][N:7]([CH2:10][CH2:11][OH:12])[CH2:6][CH2:5]1, predict the reactants needed to synthesize it. The reactants are: [C:1]([CH2:3][N:4]1[CH2:9][CH2:8][N:7]([CH2:10][CH2:11][OH:12])[CH2:6][CH2:5]1)#[N:2].[H-].[Al+3].[Li+].[H-].[H-].[H-].[OH-].[Na+].